Dataset: Full USPTO retrosynthesis dataset with 1.9M reactions from patents (1976-2016). Task: Predict the reactants needed to synthesize the given product. (1) The reactants are: [O:1]1[CH2:6][CH2:5][O:4][CH2:3][C@@H:2]1[CH2:7][O:8]/[N:9]=[C:10]1\[NH:11][C@@H:12]([C:22]2[CH:27]=[CH:26][C:25]([F:28])=[CH:24][C:23]=2Br)[CH2:13][C:14]2[N:15]=[C:16]([NH2:21])[N:17]=[C:18]([CH3:20])[C:19]\1=2.[CH3:30][O:31][C:32]1[N:37]=[C:36](B2OCCN(C3C=CC=CC=3)CCO2)[CH:35]=[CH:34][CH:33]=1. Given the product [O:1]1[CH2:6][CH2:5][O:4][CH2:3][C@@H:2]1[CH2:7][O:8]/[N:9]=[C:10]1\[NH:11][C@@H:12]([C:22]2[CH:27]=[CH:26][C:25]([F:28])=[CH:24][C:23]=2[C:36]2[CH:35]=[CH:34][CH:33]=[C:32]([O:31][CH3:30])[N:37]=2)[CH2:13][C:14]2[N:15]=[C:16]([NH2:21])[N:17]=[C:18]([CH3:20])[C:19]\1=2, predict the reactants needed to synthesize it. (2) Given the product [Cl:24][C:8]1[C:7]([N:3]2[CH2:4][CH2:5][CH2:6][C@@H:2]2[CH3:1])=[N:16][C:15]2[C:10](=[CH:11][CH:12]=[C:13]([C:17]([O:19][CH3:20])=[O:18])[CH:14]=2)[N:9]=1, predict the reactants needed to synthesize it. The reactants are: [CH3:1][C@H:2]1[CH2:6][CH2:5][CH2:4][N:3]1[C:7]1[C:8](=O)[NH:9][C:10]2[C:15]([N:16]=1)=[CH:14][C:13]([C:17]([O:19][CH3:20])=[O:18])=[CH:12][CH:11]=2.P(Cl)(Cl)([Cl:24])=O. (3) Given the product [NH2:25][C:19]1[C:20]([NH:24][C:37](=[O:38])[O:39][CH:40]([CH3:42])[CH3:41])=[C:21]([NH2:23])[N:22]=[C:17]([C:10]2[C:11]3[C:12](=[N:13][CH:14]=[CH:15][CH:16]=3)[N:8]([CH2:7][C:6]3[CH:26]=[CH:27][CH:28]=[CH:29][C:5]=3[F:4])[N:9]=2)[N:18]=1, predict the reactants needed to synthesize it. The reactants are: Cl.Cl.Cl.[F:4][C:5]1[CH:29]=[CH:28][CH:27]=[CH:26][C:6]=1[CH2:7][N:8]1[C:12]2=[N:13][CH:14]=[CH:15][CH:16]=[C:11]2[C:10]([C:17]2[N:22]=[C:21]([NH2:23])[C:20]([NH2:24])=[C:19]([NH2:25])[N:18]=2)=[N:9]1.N1C=CC=CC=1.Cl[C:37]([O:39][CH:40]([CH3:42])[CH3:41])=[O:38]. (4) Given the product [CH2:1]([N:3]1[C:7]2=[N:8][C:9]([CH2:33][CH3:34])=[C:10]([CH2:19][NH:20][C:21]([C:23]3[N:28]=[C:27]([C:29]([OH:31])=[O:30])[CH:26]=[CH:25][CH:24]=3)=[O:22])[C:11]([NH:12][CH:13]3[CH2:14][CH2:15][O:16][CH2:17][CH2:18]3)=[C:6]2[CH:5]=[N:4]1)[CH3:2], predict the reactants needed to synthesize it. The reactants are: [CH2:1]([N:3]1[C:7]2=[N:8][C:9]([CH2:33][CH3:34])=[C:10]([CH2:19][NH:20][C:21]([C:23]3[N:28]=[C:27]([C:29]([O:31]C)=[O:30])[CH:26]=[CH:25][CH:24]=3)=[O:22])[C:11]([NH:12][CH:13]3[CH2:18][CH2:17][O:16][CH2:15][CH2:14]3)=[C:6]2[CH:5]=[N:4]1)[CH3:2].O.[OH-].[Li+].Cl. (5) Given the product [CH2:17]([N:8]1[C:4]2[N:5]=[CH:6][N:7]=[C:2]([Cl:1])[C:3]=2[CH:10]=[CH:9]1)[C:18]1[CH:23]=[CH:22][CH:21]=[CH:20][CH:19]=1, predict the reactants needed to synthesize it. The reactants are: [Cl:1][C:2]1[C:3]2[CH:10]=[CH:9][NH:8][C:4]=2[N:5]=[CH:6][N:7]=1.C(=O)([O-])[O-].[K+].[K+].[CH2:17](Cl)[C:18]1[CH:23]=[CH:22][CH:21]=[CH:20][CH:19]=1.